This data is from NCI-60 drug combinations with 297,098 pairs across 59 cell lines. The task is: Regression. Given two drug SMILES strings and cell line genomic features, predict the synergy score measuring deviation from expected non-interaction effect. (1) Synergy scores: CSS=22.9, Synergy_ZIP=0.975, Synergy_Bliss=0.208, Synergy_Loewe=-13.9, Synergy_HSA=-1.17. Cell line: NCI-H322M. Drug 1: CN1CCC(CC1)COC2=C(C=C3C(=C2)N=CN=C3NC4=C(C=C(C=C4)Br)F)OC. Drug 2: CC(C1=C(C=CC(=C1Cl)F)Cl)OC2=C(N=CC(=C2)C3=CN(N=C3)C4CCNCC4)N. (2) Drug 1: CC1=CC=C(C=C1)C2=CC(=NN2C3=CC=C(C=C3)S(=O)(=O)N)C(F)(F)F. Drug 2: C1CN1C2=NC(=NC(=N2)N3CC3)N4CC4. Cell line: ACHN. Synergy scores: CSS=47.0, Synergy_ZIP=-1.77, Synergy_Bliss=-0.794, Synergy_Loewe=-24.8, Synergy_HSA=-2.77. (3) Drug 1: CC1=C(C(CCC1)(C)C)C=CC(=CC=CC(=CC(=O)O)C)C. Drug 2: CCC1(CC2CC(C3=C(CCN(C2)C1)C4=CC=CC=C4N3)(C5=C(C=C6C(=C5)C78CCN9C7C(C=CC9)(C(C(C8N6C)(C(=O)OC)O)OC(=O)C)CC)OC)C(=O)OC)O.OS(=O)(=O)O. Cell line: HOP-92. Synergy scores: CSS=6.97, Synergy_ZIP=1.61, Synergy_Bliss=7.44, Synergy_Loewe=3.59, Synergy_HSA=3.82. (4) Drug 1: CC(C)(C#N)C1=CC(=CC(=C1)CN2C=NC=N2)C(C)(C)C#N. Drug 2: COC1=C2C(=CC3=C1OC=C3)C=CC(=O)O2. Cell line: MDA-MB-231. Synergy scores: CSS=-0.329, Synergy_ZIP=0.0792, Synergy_Bliss=0.259, Synergy_Loewe=1.35, Synergy_HSA=-1.76.